Dataset: NCI-60 drug combinations with 297,098 pairs across 59 cell lines. Task: Regression. Given two drug SMILES strings and cell line genomic features, predict the synergy score measuring deviation from expected non-interaction effect. (1) Drug 1: CCCS(=O)(=O)NC1=C(C(=C(C=C1)F)C(=O)C2=CNC3=C2C=C(C=N3)C4=CC=C(C=C4)Cl)F. Drug 2: N.N.Cl[Pt+2]Cl. Cell line: RXF 393. Synergy scores: CSS=8.20, Synergy_ZIP=-2.09, Synergy_Bliss=0.742, Synergy_Loewe=0.515, Synergy_HSA=1.63. (2) Drug 1: CC1=C(C=C(C=C1)NC(=O)C2=CC=C(C=C2)CN3CCN(CC3)C)NC4=NC=CC(=N4)C5=CN=CC=C5. Drug 2: C(CN)CNCCSP(=O)(O)O. Cell line: ACHN. Synergy scores: CSS=-2.02, Synergy_ZIP=3.06, Synergy_Bliss=1.30, Synergy_Loewe=-0.293, Synergy_HSA=-3.14. (3) Drug 1: CN(C)C1=NC(=NC(=N1)N(C)C)N(C)C. Drug 2: CC1C(C(=O)NC(C(=O)N2CCCC2C(=O)N(CC(=O)N(C(C(=O)O1)C(C)C)C)C)C(C)C)NC(=O)C3=C4C(=C(C=C3)C)OC5=C(C(=O)C(=C(C5=N4)C(=O)NC6C(OC(=O)C(N(C(=O)CN(C(=O)C7CCCN7C(=O)C(NC6=O)C(C)C)C)C)C(C)C)C)N)C. Cell line: A498. Synergy scores: CSS=-5.71, Synergy_ZIP=2.65, Synergy_Bliss=3.50, Synergy_Loewe=-1.61, Synergy_HSA=-1.61. (4) Drug 1: CN1C(=O)N2C=NC(=C2N=N1)C(=O)N. Drug 2: CCN(CC)CCCC(C)NC1=C2C=C(C=CC2=NC3=C1C=CC(=C3)Cl)OC. Cell line: NCI-H460. Synergy scores: CSS=0.605, Synergy_ZIP=-0.0865, Synergy_Bliss=-1.61, Synergy_Loewe=-9.02, Synergy_HSA=-4.96. (5) Drug 1: C1CCN(CC1)CCOC2=CC=C(C=C2)C(=O)C3=C(SC4=C3C=CC(=C4)O)C5=CC=C(C=C5)O. Drug 2: CCC1(CC2CC(C3=C(CCN(C2)C1)C4=CC=CC=C4N3)(C5=C(C=C6C(=C5)C78CCN9C7C(C=CC9)(C(C(C8N6C)(C(=O)OC)O)OC(=O)C)CC)OC)C(=O)OC)O.OS(=O)(=O)O. Cell line: U251. Synergy scores: CSS=49.1, Synergy_ZIP=1.83, Synergy_Bliss=2.41, Synergy_Loewe=-6.31, Synergy_HSA=2.43. (6) Drug 1: CN(C)N=NC1=C(NC=N1)C(=O)N. Drug 2: C1C(C(OC1N2C=C(C(=O)NC2=O)F)CO)O. Cell line: PC-3. Synergy scores: CSS=57.0, Synergy_ZIP=13.6, Synergy_Bliss=14.9, Synergy_Loewe=-9.28, Synergy_HSA=14.8. (7) Synergy scores: CSS=0.826, Synergy_ZIP=5.00, Synergy_Bliss=8.69, Synergy_Loewe=4.78, Synergy_HSA=3.03. Drug 1: CN(C(=O)NC(C=O)C(C(C(CO)O)O)O)N=O. Cell line: HT29. Drug 2: COCCOC1=C(C=C2C(=C1)C(=NC=N2)NC3=CC=CC(=C3)C#C)OCCOC.Cl.